The task is: Predict the reaction yield, written as a fraction of the theoretical maximum amount of product (1.0 means a 100% yield; for example, 0.34 means a 34% yield).. This data is from Reaction yield outcomes from USPTO patents with 853,638 reactions. (1) The reactants are [CH2:1]([N:8]1[CH2:13][CH2:12][C:11]([CH2:15][OH:16])([F:14])[CH2:10][CH2:9]1)[C:2]1[CH:7]=[CH:6][CH:5]=[CH:4][CH:3]=1.[CH3:17][S:18](O[S:18]([CH3:17])(=[O:20])=[O:19])(=[O:20])=[O:19].C1CCN2C(=NCCC2)CC1. The catalyst is CN(C1C=CN=CC=1)C.C(Cl)Cl. The product is [CH3:17][S:18]([O:16][CH2:15][C:11]1([F:14])[CH2:10][CH2:9][N:8]([CH2:1][C:2]2[CH:3]=[CH:4][CH:5]=[CH:6][CH:7]=2)[CH2:13][CH2:12]1)(=[O:20])=[O:19]. The yield is 1.00. (2) The reactants are [Br:1][C:2]1[CH:7]=[CH:6][N:5]=[C:4]([NH2:8])[CH:3]=1.[CH2:9]([O:11][C:12]([N:14]=[C:15]=[S:16])=[O:13])[CH3:10]. The catalyst is O1CCOCC1. The product is [CH2:9]([O:11][C:12]([NH:14][C:15]([NH:8][C:4]1[CH:3]=[C:2]([Br:1])[CH:7]=[CH:6][N:5]=1)=[S:16])=[O:13])[CH3:10]. The yield is 0.950. (3) The product is [CH2:19]([O:23][C:2]1[N:18]=[CH:17][CH:16]=[CH:15][C:3]=1[C:4]([NH:6][CH2:7][CH2:8][C:9]1[CH:14]=[CH:13][CH:12]=[CH:11][CH:10]=1)=[O:5])[CH2:20][CH2:21][CH3:22]. The reactants are F[C:2]1[N:18]=[CH:17][CH:16]=[CH:15][C:3]=1[C:4]([NH:6][CH2:7][CH2:8][C:9]1[CH:14]=[CH:13][CH:12]=[CH:11][CH:10]=1)=[O:5].[CH2:19]([OH:23])[CH2:20][CH2:21][CH3:22].C[Si]([N-][Si](C)(C)C)(C)C.[K+]. The yield is 0.865. No catalyst specified. (4) The reactants are Br[C:2]1[CH:11]=[CH:10][C:9]2[N:8]=[CH:7][C:6]3=[N:12][N:13](C)[C:14]([C:15]4[CH:20]=[CH:19][C:18]([C:21]([CH3:25])([CH3:24])[C:22]#[N:23])=[CH:17][CH:16]=4)=[C:5]3[C:4]=2[CH:3]=1.CC1(C)C(C)(C)OB([C:35]2[CH:36]=[C:37]([NH:41][C:42](=[O:48])[O:43][C:44]([CH3:47])([CH3:46])[CH3:45])[CH:38]=[N:39][CH:40]=2)O1.[C:50]([O-])([O-])=O.[Na+].[Na+]. The catalyst is CN(C=O)C.O.C1C=CC([P]([Pd]([P](C2C=CC=CC=2)(C2C=CC=CC=2)C2C=CC=CC=2)([P](C2C=CC=CC=2)(C2C=CC=CC=2)C2C=CC=CC=2)[P](C2C=CC=CC=2)(C2C=CC=CC=2)C2C=CC=CC=2)(C2C=CC=CC=2)C2C=CC=CC=2)=CC=1. The product is [C:22]([C:21]([C:18]1[CH:17]=[CH:16][C:15]([C:14]2[C:5]3[C:4]4[CH:3]=[C:2]([C:35]5[CH:36]=[C:37]([NH:41][C:42](=[O:48])[O:43][C:44]([CH3:46])([CH3:45])[CH3:47])[CH:38]=[N:39][CH:40]=5)[CH:11]=[CH:10][C:9]=4[N:8]=[CH:7][C:6]=3[N:12]([CH3:50])[N:13]=2)=[CH:20][CH:19]=1)([CH3:25])[CH3:24])#[N:23]. The yield is 0.520. (5) The reactants are Br[C:2]1[CH:3]=[C:4]([NH:9][C:10]2[N:15]=[C:14]([CH:16]([CH3:18])[CH3:17])[CH:13]=[CH:12][N:11]=2)[CH:5]=[C:6]([CH3:8])[CH:7]=1.[B:19]1([B:19]2[O:23][C:22]([CH3:25])([CH3:24])[C:21]([CH3:27])([CH3:26])[O:20]2)[O:23][C:22]([CH3:25])([CH3:24])[C:21]([CH3:27])([CH3:26])[O:20]1.C([O-])(=O)C.[K+]. The catalyst is CS(C)=O. The product is [CH3:8][C:6]1[CH:5]=[C:4]([NH:9][C:10]2[N:15]=[C:14]([CH:16]([CH3:18])[CH3:17])[CH:13]=[CH:12][N:11]=2)[CH:3]=[C:2]([B:19]2[O:23][C:22]([CH3:25])([CH3:24])[C:21]([CH3:27])([CH3:26])[O:20]2)[CH:7]=1. The yield is 0.432. (6) The reactants are [CH2:1]([C:5]1[N:6]([CH2:15][C:16]2[CH:21]=[CH:20][C:19]([C:22]3[C:23]([C:28]#[N:29])=[CH:24][CH:25]=[CH:26][CH:27]=3)=[CH:18][CH:17]=2)[C:7](=[O:14])[C:8]([CH:12]=[O:13])=[C:9]([CH3:11])[N:10]=1)[CH2:2][CH2:3][CH3:4].[C:30]1([Mg]Br)[CH:35]=[CH:34][CH:33]=[CH:32][CH:31]=1.[Cl-].[NH4+]. The catalyst is O1CCCC1.C(OCC)(=O)C. The product is [CH2:1]([C:5]1[N:6]([CH2:15][C:16]2[CH:17]=[CH:18][C:19]([C:22]3[C:23]([C:28]#[N:29])=[CH:24][CH:25]=[CH:26][CH:27]=3)=[CH:20][CH:21]=2)[C:7](=[O:14])[C:8]([CH:12]([OH:13])[C:30]2[CH:35]=[CH:34][CH:33]=[CH:32][CH:31]=2)=[C:9]([CH3:11])[N:10]=1)[CH2:2][CH2:3][CH3:4]. The yield is 0.460. (7) The reactants are [Br:1][C:2]1[CH:7]=[CH:6][C:5]([C:8]2[CH2:13][CH2:12][N:11]=[CH:10][CH:9]=2)=[CH:4][CH:3]=1.[C:14](O[C:14]([O:16][C:17]([CH3:20])([CH3:19])[CH3:18])=[O:15])([O:16][C:17]([CH3:20])([CH3:19])[CH3:18])=[O:15].CCN(CC)CC. The catalyst is CN(C1C=CN=CC=1)C.C(Cl)Cl. The product is [Br:1][C:2]1[CH:7]=[CH:6][C:5]([C:8]2[CH2:13][CH2:12][N:11]([C:14]([O:16][C:17]([CH3:20])([CH3:19])[CH3:18])=[O:15])[CH2:10][CH:9]=2)=[CH:4][CH:3]=1. The yield is 0.910. (8) The product is [C:1]([O:5][C:6](=[O:28])[NH:7][C:8]1[CH:9]=[C:10]2[C:11]([CH:14]=[C:15]([C:16]3[C:21]([O:22][CH3:23])=[CH:20][CH:19]=[CH:18][C:17]=3[Cl:24])[NH:25]2)=[CH:12][CH:13]=1)([CH3:4])([CH3:3])[CH3:2]. The reactants are [C:1]([O:5][C:6](=[O:28])[NH:7][C:8]1[CH:13]=[CH:12][C:11](/[CH:14]=[CH:15]/[C:16]2[C:21]([O:22][CH3:23])=[CH:20][CH:19]=[CH:18][C:17]=2[Cl:24])=[C:10]([N+:25]([O-])=O)[CH:9]=1)([CH3:4])([CH3:3])[CH3:2].O. The yield is 0.630. The catalyst is P(OCC)(OCC)OCC.